This data is from Catalyst prediction with 721,799 reactions and 888 catalyst types from USPTO. The task is: Predict which catalyst facilitates the given reaction. Reactant: C[O:2][C:3]([C:5]1[C:9]([NH:10][C:11](=[O:30])[C:12]2[CH:17]=[CH:16][CH:15]=[C:14]([C:18]3[CH:19]=[N:20][N:21]([CH2:23][CH2:24][CH2:25][CH2:26][CH2:27][CH2:28][NH2:29])[CH:22]=3)[CH:13]=2)=[CH:8][N:7]([CH:31]2[CH2:36][CH2:35][O:34][CH2:33][CH2:32]2)[N:6]=1)=[O:4].O.[OH-].[Li+:39]. Product: [NH2:29][CH2:28][CH2:27][CH2:26][CH2:25][CH2:24][CH2:23][N:21]1[CH:22]=[C:18]([C:14]2[CH:13]=[C:12]([CH:17]=[CH:16][CH:15]=2)[C:11]([NH:10][C:9]2[C:5]([C:3]([O-:4])=[O:2])=[N:6][N:7]([CH:31]3[CH2:32][CH2:33][O:34][CH2:35][CH2:36]3)[CH:8]=2)=[O:30])[CH:19]=[N:20]1.[Li+:39]. The catalyst class is: 20.